This data is from Choline transporter screen with 302,306 compounds. The task is: Binary Classification. Given a drug SMILES string, predict its activity (active/inactive) in a high-throughput screening assay against a specified biological target. (1) The drug is o1c(Cn2ncc(c2N)C)ccc1C. The result is 0 (inactive). (2) The compound is S(CC(N1CCN(CCC1=O)CCc1ccccc1)c1ccccc1)c1ccccc1. The result is 0 (inactive).